Task: Predict the reaction yield, written as a fraction of the theoretical maximum amount of product (1.0 means a 100% yield; for example, 0.34 means a 34% yield).. Dataset: Reaction yield outcomes from USPTO patents with 853,638 reactions (1) The reactants are Br[C:2]1[CH:11]=[CH:10][C:9]2[C:4](=[C:5]([F:13])[CH:6]=[C:7]([F:12])[CH:8]=2)[C:3]=1[CH:14]=[O:15].[CH2:16]([Sn](CC)(CC)CC)[CH3:17].O. The catalyst is C1(C)C=CC=CC=1.C1C=CC([P]([Pd]([P](C2C=CC=CC=2)(C2C=CC=CC=2)C2C=CC=CC=2)([P](C2C=CC=CC=2)(C2C=CC=CC=2)C2C=CC=CC=2)[P](C2C=CC=CC=2)(C2C=CC=CC=2)C2C=CC=CC=2)(C2C=CC=CC=2)C2C=CC=CC=2)=CC=1. The product is [CH2:16]([C:2]1[CH:11]=[CH:10][C:9]2[C:4](=[C:5]([F:13])[CH:6]=[C:7]([F:12])[CH:8]=2)[C:3]=1[CH:14]=[O:15])[CH3:17]. The yield is 0.430. (2) The reactants are [CH3:1][C:2]1[O:6][C:5]([C:7]2[CH:12]=[CH:11][CH:10]=[CH:9][CH:8]=2)=[N:4][C:3]=1[CH2:13][CH2:14][OH:15].[Cl:16][C:17]1[CH:22]=[N:21][CH:20]=[C:19](Cl)[N:18]=1. No catalyst specified. The product is [Cl:16][C:17]1[CH:22]=[N:21][CH:20]=[C:19]([O:15][CH2:14][CH2:13][C:3]2[N:4]=[C:5]([C:7]3[CH:12]=[CH:11][CH:10]=[CH:9][CH:8]=3)[O:6][C:2]=2[CH3:1])[N:18]=1. The yield is 0.640. (3) The reactants are [CH3:1][O:2][C:3](=[O:28])[NH:4][CH:5]([C:9]([N:11]1[CH2:15][CH2:14][CH2:13][CH:12]1[C:16]1[NH:17][C:18]([C:21]2[CH:26]=[CH:25][C:24](Br)=[CH:23][CH:22]=2)=[CH:19][N:20]=1)=[O:10])[CH:6]([CH3:8])[CH3:7].[CH3:29][O:30][C:31](=[O:68])[NH:32][CH:33]([C:37]([N:39]1[CH2:43][CH2:42][CH2:41][CH:40]1[C:44]1[NH:45][C:46]([C:49]2[CH:58]=[CH:57][C:56]3[C:51](=[CH:52][CH:53]=[C:54](B4OC(C)(C)C(C)(C)O4)[CH:55]=3)[CH:50]=2)=[CH:47][N:48]=1)=[O:38])[CH:34]([CH3:36])[CH3:35].C([O-])([O-])=O.[K+].[K+].N#N. The catalyst is C1(C)C=CC=CC=1.C1C=CC([P]([Pd]([P](C2C=CC=CC=2)(C2C=CC=CC=2)C2C=CC=CC=2)([P](C2C=CC=CC=2)(C2C=CC=CC=2)C2C=CC=CC=2)[P](C2C=CC=CC=2)(C2C=CC=CC=2)C2C=CC=CC=2)(C2C=CC=CC=2)C2C=CC=CC=2)=CC=1.C1C=CC(P(C2C=CC=CC=2)[C-]2C=CC=C2)=CC=1.C1C=CC(P(C2C=CC=CC=2)[C-]2C=CC=C2)=CC=1.Cl[Pd]Cl.[Fe+2].CN(C=O)C. The product is [CH3:29][O:30][C:31](=[O:68])[NH:32][CH:33]([C:37]([N:39]1[CH2:43][CH2:42][CH2:41][CH:40]1[C:44]1[NH:45][C:46]([C:49]2[CH:58]=[CH:57][C:56]3[C:51](=[CH:52][CH:53]=[C:54]([C:24]4[CH:25]=[CH:26][C:21]([C:18]5[NH:17][C:16]([CH:12]6[CH2:13][CH2:14][CH2:15][N:11]6[C:9](=[O:10])[CH:5]([NH:4][C:3]([O:2][CH3:1])=[O:28])[CH:6]([CH3:8])[CH3:7])=[N:20][CH:19]=5)=[CH:22][CH:23]=4)[CH:55]=3)[CH:50]=2)=[CH:47][N:48]=1)=[O:38])[CH:34]([CH3:36])[CH3:35]. The yield is 0.350. (4) The reactants are C1(N2CCCC2)CCCC1.C[I:12].[OH-].[CH:14]1([N+:19]2([CH3:24])[CH2:23][CH2:22][CH2:21][CH2:20]2)[CH2:18][CH2:17][CH2:16][CH2:15]1. The catalyst is CO. The product is [I-:12].[CH:14]1([N+:19]2([CH3:24])[CH2:23][CH2:22][CH2:21][CH2:20]2)[CH2:15][CH2:16][CH2:17][CH2:18]1. The yield is 0.920. (5) The reactants are [Br-].[Br-].[Br-].[NH+]1C=CC=CC=1.[NH+]1C=CC=CC=1.[NH+]1C=CC=CC=1.[NH:22]1[C:30]2[C:25](=[C:26]([C:31]3[CH:32]=[CH:33][C:34]([NH2:37])=[N:35][CH:36]=3)[CH:27]=[CH:28][CH:29]=2)[CH:24]=[CH:23]1.[OH2:38]. The catalyst is CC(O)(C)C.C(O)C.C(O)(=O)C.[Zn]. The product is [NH2:37][C:34]1[N:35]=[CH:36][C:31]([C:26]2[CH:27]=[CH:28][CH:29]=[C:30]3[C:25]=2[CH2:24][C:23](=[O:38])[NH:22]3)=[CH:32][CH:33]=1. The yield is 0.970. (6) The reactants are [CH:1]1(I)[CH2:6][CH2:5][CH2:4][CH2:3][CH2:2]1.[Cl-].[Li+].[Cu]C#N.[C:13]([O:17][CH3:18])(=[O:16])[C:14]#[CH:15].[I:19]I. The catalyst is O1CCCC1.[Zn].BrCCBr.C[Si](Cl)(C)C. The product is [CH3:18][O:17][C:13](=[O:16])/[C:14](/[I:19])=[CH:15]\[CH:1]1[CH2:6][CH2:5][CH2:4][CH2:3][CH2:2]1. The yield is 0.990.